This data is from Merck oncology drug combination screen with 23,052 pairs across 39 cell lines. The task is: Regression. Given two drug SMILES strings and cell line genomic features, predict the synergy score measuring deviation from expected non-interaction effect. (1) Synergy scores: synergy=18.0. Drug 1: COC12C(COC(N)=O)C3=C(C(=O)C(C)=C(N)C3=O)N1CC1NC12. Drug 2: Cc1nc(Nc2ncc(C(=O)Nc3c(C)cccc3Cl)s2)cc(N2CCN(CCO)CC2)n1. Cell line: MDAMB436. (2) Drug 1: CN(Cc1cnc2nc(N)nc(N)c2n1)c1ccc(C(=O)NC(CCC(=O)O)C(=O)O)cc1. Drug 2: Cc1nc(Nc2ncc(C(=O)Nc3c(C)cccc3Cl)s2)cc(N2CCN(CCO)CC2)n1. Cell line: ZR751. Synergy scores: synergy=-29.4.